The task is: Regression. Given a peptide amino acid sequence and an MHC pseudo amino acid sequence, predict their binding affinity value. This is MHC class I binding data.. This data is from Peptide-MHC class I binding affinity with 185,985 pairs from IEDB/IMGT. (1) The peptide sequence is TEIASLPTYL. The MHC is HLA-B40:01 with pseudo-sequence HLA-B40:01. The binding affinity (normalized) is 0.750. (2) The peptide sequence is ELPQWLSANR. The MHC is HLA-A02:03 with pseudo-sequence HLA-A02:03. The binding affinity (normalized) is 0.0352. (3) The peptide sequence is GQVPKFHL. The MHC is HLA-B27:05 with pseudo-sequence HLA-B27:05. The binding affinity (normalized) is 0.157. (4) The binding affinity (normalized) is 0.662. The MHC is HLA-B51:01 with pseudo-sequence HLA-B51:01. The peptide sequence is YPLAIPVTM. (5) The peptide sequence is IPMVTQIAM. The MHC is HLA-B51:01 with pseudo-sequence HLA-B51:01. The binding affinity (normalized) is 0.156. (6) The peptide sequence is CFLVKLKHR. The MHC is HLA-A11:01 with pseudo-sequence HLA-A11:01. The binding affinity (normalized) is 0. (7) The peptide sequence is PEDDGTDWF. The MHC is HLA-A02:11 with pseudo-sequence HLA-A02:11. The binding affinity (normalized) is 0.0847. (8) The peptide sequence is RQVSVKLLI. The MHC is HLA-A02:03 with pseudo-sequence HLA-A02:03. The binding affinity (normalized) is 0.488. (9) The peptide sequence is CPRHVICTA. The MHC is HLA-B07:02 with pseudo-sequence HLA-B07:02. The binding affinity (normalized) is 0.410.